Dataset: Full USPTO retrosynthesis dataset with 1.9M reactions from patents (1976-2016). Task: Predict the reactants needed to synthesize the given product. (1) Given the product [C:3]([N:20]1[C:21]([CH3:22])=[C:17]([O:16][C:14]2[CH:13]=[C:10]([CH:9]=[C:8]([Cl:7])[CH:15]=2)[C:11]#[N:12])[C:18]([CH3:23])=[N:19]1)(=[O:5])[CH3:4], predict the reactants needed to synthesize it. The reactants are: [H-].[Na+].[C:3](Cl)(=[O:5])[CH3:4].[Cl:7][C:8]1[CH:9]=[C:10]([CH:13]=[C:14]([O:16][C:17]2[C:18]([CH3:23])=[N:19][NH:20][C:21]=2[CH3:22])[CH:15]=1)[C:11]#[N:12]. (2) Given the product [C:34]([NH:23][S:20]([C:16]1[CH:17]=[CH:18][CH:19]=[C:14]([C:10]2[N:9]=[C:8]([C:6]3[CH:5]=[C:4]([C:24]4[CH:29]=[CH:28][C:27]([C:30]([F:33])([F:31])[F:32])=[CH:26][CH:25]=4)[CH:3]=[C:2]([CH3:1])[N:7]=3)[CH:13]=[CH:12][CH:11]=2)[CH:15]=1)(=[O:21])=[O:22])(=[O:38])[CH:35]([CH3:37])[CH3:36], predict the reactants needed to synthesize it. The reactants are: [CH3:1][C:2]1[N:7]=[C:6]([C:8]2[CH:13]=[CH:12][CH:11]=[C:10]([C:14]3[CH:15]=[C:16]([S:20]([NH2:23])(=[O:22])=[O:21])[CH:17]=[CH:18][CH:19]=3)[N:9]=2)[CH:5]=[C:4]([C:24]2[CH:29]=[CH:28][C:27]([C:30]([F:33])([F:32])[F:31])=[CH:26][CH:25]=2)[CH:3]=1.[C:34](O[C:34](=[O:38])[CH:35]([CH3:37])[CH3:36])(=[O:38])[CH:35]([CH3:37])[CH3:36]. (3) Given the product [Cl:1][C:2]1[CH:3]=[C:4]([C:12]2[S:16][C:15]([C:17]3[CH:34]=[CH:33][C:20]4[CH2:21][CH2:22][NH:23][CH2:24][CH2:25][C:19]=4[CH:18]=3)=[N:14][CH:13]=2)[CH:5]=[CH:6][C:7]=1[O:8][CH:9]([CH3:11])[CH3:10], predict the reactants needed to synthesize it. The reactants are: [Cl:1][C:2]1[CH:3]=[C:4]([C:12]2[S:16][C:15]([C:17]3[CH:34]=[CH:33][C:20]4[CH2:21][CH2:22][N:23](C(OC(C)(C)C)=O)[CH2:24][CH2:25][C:19]=4[CH:18]=3)=[N:14][CH:13]=2)[CH:5]=[CH:6][C:7]=1[O:8][CH:9]([CH3:11])[CH3:10].FC(F)(F)C(O)=O. (4) The reactants are: [Cl:1][C:2]1[CH:3]=[C:4]([C:12]2[N:16]=[C:15]([C:17]3[CH:26]=[CH:25][CH:24]=[C:23]4[C:18]=3[CH2:19][CH2:20][NH:21][CH2:22]4)[O:14][N:13]=2)[CH:5]=[CH:6][C:7]=1[O:8][CH:9]([CH3:11])[CH3:10].C([O-])([O-])=O.[K+].[K+].Br[CH2:34][C:35]([O:37][C:38]([CH3:41])([CH3:40])[CH3:39])=[O:36]. Given the product [Cl:1][C:2]1[CH:3]=[C:4]([C:12]2[N:16]=[C:15]([C:17]3[CH:26]=[CH:25][CH:24]=[C:23]4[C:18]=3[CH2:19][CH2:20][N:21]([CH2:34][C:35]([O:37][C:38]([CH3:41])([CH3:40])[CH3:39])=[O:36])[CH2:22]4)[O:14][N:13]=2)[CH:5]=[CH:6][C:7]=1[O:8][CH:9]([CH3:11])[CH3:10], predict the reactants needed to synthesize it. (5) Given the product [F:11][C:6]1[C:7]([F:10])=[CH:8][CH:9]=[C:2]([C:20]2[CH:19]=[CH:18][C:17]([CH2:12][CH2:13][CH2:14][CH2:15][CH3:16])=[CH:22][CH:21]=2)[C:3]=1[CH:4]=[O:5], predict the reactants needed to synthesize it. The reactants are: Br[C:2]1[CH:9]=[CH:8][C:7]([F:10])=[C:6]([F:11])[C:3]=1[CH:4]=[O:5].[CH2:12]([C:17]1[CH:22]=[CH:21][C:20](B(O)O)=[CH:19][CH:18]=1)[CH2:13][CH2:14][CH2:15][CH3:16]. (6) Given the product [CH2:14]([O:21][C:22]1[CH:27]=[CH:26][C:25]([C:8]([C:3]2[C:2]([Cl:1])=[N:7][CH:6]=[CH:5][N:4]=2)=[O:9])=[CH:24][CH:23]=1)[C:15]1[CH:20]=[CH:19][CH:18]=[CH:17][CH:16]=1, predict the reactants needed to synthesize it. The reactants are: [Cl:1][C:2]1[C:3]([C:8](N(OC)C)=[O:9])=[N:4][CH:5]=[CH:6][N:7]=1.[CH2:14]([O:21][C:22]1[CH:27]=[CH:26][C:25]([Mg]Br)=[CH:24][CH:23]=1)[C:15]1[CH:20]=[CH:19][CH:18]=[CH:17][CH:16]=1. (7) Given the product [CH3:1][O:2][C:3]1[CH:11]=[C:10]2[C:6]([CH2:7][CH:8]([CH2:13][C:14]3[CH:19]=[CH:18][C:17]([S:20][C:21]([F:24])([F:22])[F:23])=[CH:16][CH:15]=3)[C:9]2=[O:12])=[CH:5][C:4]=1[N:25]1[CH2:26][CH2:27][N:28]([CH3:31])[CH2:29][CH2:30]1, predict the reactants needed to synthesize it. The reactants are: [CH3:1][O:2][C:3]1[CH:11]=[C:10]2[C:6]([CH2:7]/[C:8](=[CH:13]\[C:14]3[CH:19]=[CH:18][C:17]([S:20][C:21]([F:24])([F:23])[F:22])=[CH:16][CH:15]=3)/[C:9]2=[O:12])=[CH:5][C:4]=1[N:25]1[CH2:30][CH2:29][N:28]([CH3:31])[CH2:27][CH2:26]1.CN1CCNCC1.C(=O)([O-])[O-].[Cs+].[Cs+].C1C=CC(P(C2C(C3C(P(C4C=CC=CC=4)C4C=CC=CC=4)=CC=C4C=3C=CC=C4)=C3C(C=CC=C3)=CC=2)C2C=CC=CC=2)=CC=1. (8) Given the product [O:19]1[C:23]2[CH:24]=[CH:25][C:26]([CH2:28][NH:29][CH2:30][C@@H:31]3[C@@H:39]([C@@:40]4([CH3:63])[CH2:45][CH2:44][C@H:43]([OH:46])[CH2:42][C@@H:41]4[CH2:54][OH:55])[CH2:38][CH2:37][C@@:36]4([CH3:64])[C@H:32]3[CH2:33][CH2:34][C:35]4=[CH2:65])=[CH:27][C:22]=2[O:21][CH2:20]1, predict the reactants needed to synthesize it. The reactants are: CCCC[N+](CCCC)(CCCC)CCCC.[F-].[O:19]1[C:23]2[CH:24]=[CH:25][C:26]([CH2:28][NH:29][CH2:30][C@@H:31]3[C@@H:39]([C@@:40]4([CH3:63])[CH2:45][CH2:44][C@H:43]([O:46][Si](C(C)(C)C)(C)C)[CH2:42][C@@H:41]4[CH2:54][O:55][Si](C(C)(C)C)(C)C)[CH2:38][CH2:37][C@@:36]4([CH3:64])[C@H:32]3[CH2:33][CH2:34][C:35]4=[CH2:65])=[CH:27][C:22]=2[O:21][CH2:20]1. (9) Given the product [OH:29][C@@H:22]([C:23]1[CH:24]=[CH:25][CH:26]=[CH:27][CH:28]=1)[CH2:30][CH2:31][C:32]([O:34][CH3:35])=[O:33], predict the reactants needed to synthesize it. The reactants are: B1(C)OC(C2C=CC=CC=2)(C2C=CC=CC=2)[C@H]2N1CCC2.[C:22]([CH2:30][CH2:31][C:32]([O:34][CH3:35])=[O:33])(=[O:29])[C:23]1[CH:28]=[CH:27][CH:26]=[CH:25][CH:24]=1.C([O-])([O-])=O.[K+].[K+].